Dataset: Forward reaction prediction with 1.9M reactions from USPTO patents (1976-2016). Task: Predict the product of the given reaction. Given the reactants [CH3:1][N:2]([CH2:4][CH:5]1[CH2:10][CH2:9][N:8]([C:11]([NH:13][C:14]2[CH:19]=[C:18]([O:20][C:21]3[CH:26]=[CH:25][C:24]([N+:27]([O-])=O)=[CH:23][C:22]=3[F:30])[N:17]=[CH:16][N:15]=2)=[O:12])[CH2:7][CH2:6]1)[CH3:3], predict the reaction product. The product is: [NH2:27][C:24]1[CH:25]=[CH:26][C:21]([O:20][C:18]2[CH:19]=[C:14]([NH:13][C:11]([N:8]3[CH2:7][CH2:6][CH:5]([CH2:4][N:2]([CH3:3])[CH3:1])[CH2:10][CH2:9]3)=[O:12])[N:15]=[CH:16][N:17]=2)=[C:22]([F:30])[CH:23]=1.